From a dataset of Forward reaction prediction with 1.9M reactions from USPTO patents (1976-2016). Predict the product of the given reaction. (1) Given the reactants [C:1]([CH2:3][O:4][C:5]1[CH:6]=[C:7]([CH:31]=[C:32]([O:34][CH3:35])[CH:33]=1)[C:8]([NH:10][CH:11]1[CH2:16][CH2:15][N:14]([CH2:17][C:18]2[CH:23]=[C:22]([O:24][CH2:25][CH3:26])[C:21](F)=[C:20]([O:28][CH2:29][CH3:30])[CH:19]=2)[CH2:13][CH2:12]1)=[O:9])#[N:2].C(OC(=O)C1C=C(OCC)C([Cl:49])=C(OCC)C=1)C.ClC1C(OCC)=CC(CN2CCC(NC(=O)C3C=C(OC)C=C(CO)C=3)CC2)=CC=1OCC.C([BH3-])#N.[Na+].C(N(C(C)C)C(C)C)C, predict the reaction product. The product is: [Cl:49][C:21]1[C:22]([O:24][CH2:25][CH3:26])=[CH:23][C:18]([CH2:17][N:14]2[CH2:15][CH2:16][CH:11]([NH:10][C:8](=[O:9])[C:7]3[CH:31]=[C:32]([O:34][CH3:35])[CH:33]=[C:5]([O:4][CH2:3][C:1]#[N:2])[CH:6]=3)[CH2:12][CH2:13]2)=[CH:19][C:20]=1[O:28][CH2:29][CH3:30]. (2) The product is: [Cl:1][C:2]1[CH:18]=[CH:17][CH:16]=[C:15]([N+:19]([O-:21])=[O:20])[C:3]=1[C:4]([Cl:24])=[N:6][C:7]1[C:12]([F:13])=[CH:11][N:10]=[CH:9][C:8]=1[F:14]. Given the reactants [Cl:1][C:2]1[CH:18]=[CH:17][CH:16]=[C:15]([N+:19]([O-:21])=[O:20])[C:3]=1[C:4]([NH:6][C:7]1[C:12]([F:13])=[CH:11][N:10]=[CH:9][C:8]=1[F:14])=O.S(Cl)([Cl:24])=O, predict the reaction product. (3) Given the reactants Br[C:2]1[CH:18]=[CH:17][C:5]([O:6][CH2:7][CH2:8][CH2:9][CH2:10][CH2:11][C:12]([O:14][CH2:15][CH3:16])=[O:13])=[C:4]([CH2:19][N:20]([CH:34]([CH3:36])[CH3:35])[C:21](=[O:33])[C:22]2[CH:27]=[CH:26][C:25]([C:28]3[O:29][CH:30]=[CH:31][CH:32]=3)=[CH:24][CH:23]=2)[CH:3]=1.C[C:38]([N:40](C)C)=O, predict the reaction product. The product is: [C:38]([C:2]1[CH:18]=[CH:17][C:5]([O:6][CH2:7][CH2:8][CH2:9][CH2:10][CH2:11][C:12]([O:14][CH2:15][CH3:16])=[O:13])=[C:4]([CH2:19][N:20]([CH:34]([CH3:35])[CH3:36])[C:21](=[O:33])[C:22]2[CH:27]=[CH:26][C:25]([C:28]3[O:29][CH:30]=[CH:31][CH:32]=3)=[CH:24][CH:23]=2)[CH:3]=1)#[N:40]. (4) The product is: [Br:1][C:2]1[CH:11]=[C:10]2[C:5]([C:6]([Cl:18])=[C:7]([N+:12]([O-:14])=[O:13])[CH:8]=[N:9]2)=[CH:4][CH:3]=1. Given the reactants [Br:1][C:2]1[CH:11]=[C:10]2[C:5]([C:6](O)=[C:7]([N+:12]([O-:14])=[O:13])[CH:8]=[N:9]2)=[CH:4][CH:3]=1.O=P(Cl)(Cl)[Cl:18], predict the reaction product. (5) Given the reactants [NH:1]([C:28]([O:30][CH2:31][CH:32]1[C:44]2[C:39](=[CH:40][CH:41]=[CH:42][CH:43]=2)[C:38]2[C:33]1=[CH:34][CH:35]=[CH:36][CH:37]=2)=[O:29])[C@H:2]([C:25]([OH:27])=[O:26])[CH2:3][CH2:4][CH2:5][CH2:6][NH:7][C:8]([CH2:10][CH2:11][CH2:12][CH2:13][CH2:14][CH2:15][CH2:16][CH2:17][CH2:18][CH2:19][CH2:20][CH2:21][CH2:22][CH2:23][CH3:24])=[O:9].O[C:46]1[C:54]2N=NN[C:50]=2[CH:49]=[CH:48][CH:47]=1.[CH3:55]N(C)CCCN=C=NCC.Cl.C(N(C(C)C)C(C)C)C, predict the reaction product. The product is: [CH2:55]([O:26][C:25](=[O:27])[C@@H:2]([NH:1][C:28]([O:30][CH2:31][CH:32]1[C:33]2[CH:34]=[CH:35][CH:36]=[CH:37][C:38]=2[C:39]2[C:44]1=[CH:43][CH:42]=[CH:41][CH:40]=2)=[O:29])[CH2:3][CH2:4][CH2:5][CH2:6][NH:7][C:8](=[O:9])[CH2:10][CH2:11][CH2:12][CH2:13][CH2:14][CH2:15][CH2:16][CH2:17][CH2:18][CH2:19][CH2:20][CH2:21][CH2:22][CH2:23][CH3:24])[C:46]1[CH:54]=[CH:50][CH:49]=[CH:48][CH:47]=1. (6) Given the reactants Br[C:2]1[CH:17]=[CH:16][C:5]([CH2:6][CH2:7][NH:8][C:9](=[O:15])[O:10][C:11]([CH3:14])([CH3:13])[CH3:12])=[CH:4][CH:3]=1.[B:18]1([B:18]2[O:22][C:21]([CH3:24])([CH3:23])[C:20]([CH3:26])([CH3:25])[O:19]2)[O:22][C:21]([CH3:24])([CH3:23])[C:20]([CH3:26])([CH3:25])[O:19]1.C([O-])(=O)C.[K+], predict the reaction product. The product is: [CH3:25][C:20]1([CH3:26])[C:21]([CH3:24])([CH3:23])[O:22][B:18]([C:2]2[CH:17]=[CH:16][C:5]([CH2:6][CH2:7][NH:8][C:9](=[O:15])[O:10][C:11]([CH3:14])([CH3:13])[CH3:12])=[CH:4][CH:3]=2)[O:19]1.